From a dataset of Experimentally validated miRNA-target interactions with 360,000+ pairs, plus equal number of negative samples. Binary Classification. Given a miRNA mature sequence and a target amino acid sequence, predict their likelihood of interaction. (1) The miRNA is hsa-miR-6814-3p with sequence ACUCGCAUCCUUCCCUUGGCAG. The protein sequence of the target gene is MATVIHNPLKALGDQFYKEAIEHCRSYNSRLCAERSVRLPFLDSQTGVAQNNCYIWMEKRHRGPGLAPGQLYTYPARCWRKKRRLHPPEDPKLRLLEIKPEVELPLKKDGFTSESTTLEALLRGEGVEKKVDAREEESIQEIQRVLENDENVEEGNEEEDLEEDIPKRKNRTRGRARGSAGGRRRHDAASQEDHDKPYVCDICGKRYKNRPGLSYHYAHTHLASEEGDEAQDQETRSPPNHRNENHRPQKGPDGTVIPNNYCDFCLGGSNMNKKSGRPEELVSCADCGRSGHPTCLQFTL.... Result: 1 (interaction). (2) The miRNA is hsa-miR-3616-5p with sequence AUGAAGUGCACUCAUGAUAUGU. The protein sequence of the target gene is MLLLLLLLLLWGIKGVEGQNPQEVFTLNVERKVVVQEGLCVLVPCNFSYLKKRLTDWTDSDPVHGFWYREGTDRRKDSIVATNNPIRKAVKETRNRFFLLGDPWRNDCSLNIREIRKKDAGLYFFRLERGKTKYNYMWDKMTLVVTALTNTPQILLPETLEAGHPSNLTCSVPWDCGWTAPPIFSWTGTSVSFLSTNTTGSSVLTITPQPQDHGTNLTCQVTLPGTNVSTRMTIRLNVSYAPKNLTVTIYQGADSVSTILKNGSSLPISEGQSLRLICSTDSYPPANLSWSWDNLTLCPS.... Result: 0 (no interaction). (3) The miRNA is hsa-miR-4789-3p with sequence CACACAUAGCAGGUGUAUAUA. The protein sequence of the target gene is MAVKVQTTKRGDPHELRNIFLQYASTEVDGERYMTPEDFVQRYLGLYNDPNSNPKIVQLLAGVADQTKDGLISYQEFLAFESVLCAPDSMFIVAFQLFDKSGNGEVTFENVKEIFGQTIIHHHIPFNWDCEFIRLHFGHNRKKHLNYTEFTQFLQELQLEHARQAFALKDKSKSGMISGLDFSDIMVTIRSHMLTPFVEENLVSAAGGSISHQVSFSYFNAFNSLLNNMELVRKIYSTLAGTRKDVEVTKEEFAQSAIRYGQVTPLEIDILYQLADLYNASGRLTLADIERIAPLAEGAL.... Result: 1 (interaction). (4) The miRNA is mmu-miR-18a-5p with sequence UAAGGUGCAUCUAGUGCAGAUAG. The protein sequence of the target gene is MRGTRLALLALVLAACGELAPALRCYVCPEPTGVSDCVTIATCTTNETMCKTTLYSREIVYPFQGDSTVTKSCASKCKPSDVDGIGQTLPVSCCNTELCNVDGAPALNSLHCGALTLLPLLSLRL. Result: 0 (no interaction). (5) The miRNA is hsa-miR-5591-3p with sequence AUACCCAUAGCUUAGCUCCCA. The protein sequence of the target gene is MGLHFKWPLGAPMLAAIYAMSMVLKMLPALGMACPPKCRCEKLLFYCDSQGFHSVPNATDKGSLGLSLRHNHITELERDQFASFSQLTWLHLDHNQISTVKEDAFQGLYKLKELILSSNKIFYLPNTTFTQLINLQNLDLSFNQLSSLHPELFYGLRKLQTLHLRSNSLRTIPVRLFWDCRSLEFLDLSTNRLRSLARNGFAGLIKLRELHLEHNQLTKINFAHFLRLSSLHTLFLQWNKISNLTCGMEWTWGTLEKLDLTGNEIKAIDLTVFETMPNLKILLMDNNKLNSLDSKILNSL.... Result: 0 (no interaction). (6) The miRNA is hsa-miR-3914 with sequence AAGGAACCAGAAAAUGAGAAGU. The protein sequence of the target gene is MDRSGFGEISSPVIREAEVTRTARKQSAQKRVLLQASQDENFGNTTPRNQVIPRTPSSFRQPFTPTSRSLLRQPDISCILGTGGKSPRLTQSSGFFGNLSMVTNLDDSNWAAAFSSQRSGLFTNTEPHSITEDVTISAVMLREDDPGEAASMSMFSDFLQSFLKHSSSTVFDLVEEYENICGSQVNILSKIVSRATPGLQKFSKTASMLWLLQQEMVTWRLLASLYRDRIQSALEEESVFAVTAVNASEKTVVEALFQRDSLVRQSQLVVDWLESIAKDEIGEFSDNIEFYAKSVYWENT.... Result: 0 (no interaction). (7) The protein sequence of the target gene is MLSRKGIIPEEYVLTRLAEDPAEPRYRTRERRARFVSKKGNCNVAHKNIREQGRFLQDVFTTLVDLKWPHTLLIFTMSFLCSWLLFAMVWWLIAFAHGDLAPGEGTNVPCVTSIHSFSSAFLFSIEVQVTIGFGGRMVTEECPLAILILIVQNIVGLMINAIMLGCIFMKTAQAHRRAETLIFSKHAVITLRHGRLCFMLRVGDLRKSMIISATIHMQVVRKTTSPEGEVVPLHQVDIPMENGVGGNGIFLVAPLIIYHVIDSNSPLYDLAPSDLHHHQDLEIIVILEGVVETTGITTQA.... Result: 0 (no interaction). The miRNA is mmu-miR-741-3p with sequence UGAGAGAUGCCAUUCUAUGUAGA.